The task is: Predict the reactants needed to synthesize the given product.. This data is from Full USPTO retrosynthesis dataset with 1.9M reactions from patents (1976-2016). (1) The reactants are: C(OC([N:8]1[CH2:13][CH2:12][CH:11]([C:14]2[N:15]([CH2:35][C:36]([O:38][CH3:39])=[O:37])[C:16]([C:27]3[CH:32]=[CH:31][C:30]([O:33][CH3:34])=[CH:29][CH:28]=3)=[C:17]([C:19]3[CH:24]=[CH:23][C:22]([O:25][CH3:26])=[CH:21][CH:20]=3)[N:18]=2)[CH2:10][CH2:9]1)=O)(C)(C)C. Given the product [CH3:26][O:25][C:22]1[CH:21]=[CH:20][C:19]([C:17]2[N:18]=[C:14]([CH:11]3[CH2:10][CH2:9][NH:8][CH2:13][CH2:12]3)[N:15]([CH2:35][C:36]([O:38][CH3:39])=[O:37])[C:16]=2[C:27]2[CH:28]=[CH:29][C:30]([O:33][CH3:34])=[CH:31][CH:32]=2)=[CH:24][CH:23]=1, predict the reactants needed to synthesize it. (2) Given the product [CH3:13][N:14]([C:22]1[CH:27]=[CH:26][CH:25]=[C:24]([CH2:28][N:29]2[CH2:30][CH2:31][N:32]([CH3:35])[CH2:33][CH2:34]2)[CH:23]=1)[C:15]1[CH:16]=[CH:17][C:18]([O:21][C:2]2[N:3]=[C:4]([OH:12])[C:5]3[CH:11]=[CH:10][N:9]=[CH:8][C:6]=3[N:7]=2)=[CH:19][CH:20]=1, predict the reactants needed to synthesize it. The reactants are: Cl[C:2]1[N:3]=[C:4]([OH:12])[C:5]2[CH:11]=[CH:10][N:9]=[CH:8][C:6]=2[N:7]=1.[CH3:13][N:14]([C:22]1[CH:27]=[CH:26][CH:25]=[C:24]([CH2:28][N:29]2[CH2:34][CH2:33][N:32]([CH3:35])[CH2:31][CH2:30]2)[CH:23]=1)[C:15]1[CH:20]=[CH:19][C:18]([OH:21])=[CH:17][CH:16]=1. (3) Given the product [CH2:1]([C@H:8]1[CH2:9][NH:10][CH2:11][CH2:12][NH:13]1)[C:2]1[CH:7]=[CH:6][CH:5]=[CH:4][CH:3]=1, predict the reactants needed to synthesize it. The reactants are: [CH2:1]([C@@H:8]1[NH:13][C:12](=O)[CH2:11][NH:10][C:9]1=O)[C:2]1[CH:7]=[CH:6][CH:5]=[CH:4][CH:3]=1.B.O1CCCC1. (4) Given the product [C:19]1([N:12]([C:6]2[CH:7]=[CH:8][CH:9]=[CH:10][CH:11]=2)[C:13]2[CH:18]=[CH:17][C:16]([CH:28]=[O:30])=[CH:15][CH:14]=2)[CH:20]=[CH:21][CH:22]=[CH:23][CH:24]=1, predict the reactants needed to synthesize it. The reactants are: O=P(Cl)(Cl)Cl.[C:6]1([N:12]([C:19]2[CH:24]=[CH:23][CH:22]=[CH:21][CH:20]=2)[C:13]2[CH:18]=[CH:17][CH:16]=[CH:15][CH:14]=2)[CH:11]=[CH:10][CH:9]=[CH:8][CH:7]=1.O.O.O.[C:28]([O-])(=[O:30])C.[Na+]. (5) Given the product [Cl:1][C:2]1[CH:15]=[CH:14][C:13]2[S:12][C:11]3[C:6](=[CH:7][CH:8]=[CH:9][CH:10]=3)[N:5]([CH:16]3[CH2:21][CH2:20][CH2:19][N:18]([C:24]4[CH:23]=[N:22][CH:27]=[CH:26][CH:25]=4)[CH:17]3[CH3:30])[C:4]=2[CH:3]=1.[ClH:1], predict the reactants needed to synthesize it. The reactants are: [Cl:1][C:2]1[CH:15]=[CH:14][C:13]2[S:12][C:11]3[C:6](=[CH:7][CH:8]=[CH:9][CH:10]=3)[N:5]([CH:16]3[CH2:21][CH2:20][CH2:19][NH:18][CH2:17]3)[C:4]=2[CH:3]=1.[N:22]1[CH:27]=[CH:26][CH:25]=[C:24](C=O)[CH:23]=1.[C:30](O[BH-](OC(=O)C)OC(=O)C)(=O)C.[Na+]. (6) Given the product [F:33][C:32]([F:34])([F:35])[C:29]1[CH:30]=[CH:31][C:24]([N:19]2[CH2:18][CH2:17][C:13]3[N:14]=[CH:15][N:16]=[C:11]([NH:10][CH2:9][C:6]4[CH:7]=[N:8][C:3]([C:2]([F:21])([F:1])[F:22])=[CH:4][CH:5]=4)[C:12]=3[CH2:20]2)=[C:25]([CH:28]=1)[C:26]#[N:27], predict the reactants needed to synthesize it. The reactants are: [F:1][C:2]([F:22])([F:21])[C:3]1[N:8]=[CH:7][C:6]([CH2:9][NH:10][C:11]2[C:12]3[CH2:20][NH:19][CH2:18][CH2:17][C:13]=3[N:14]=[CH:15][N:16]=2)=[CH:5][CH:4]=1.F[C:24]1[CH:31]=[CH:30][C:29]([C:32]([F:35])([F:34])[F:33])=[CH:28][C:25]=1[C:26]#[N:27].C(#N)C.C(N(CC)C(C)C)(C)C. (7) Given the product [O:1]1[C:5]2[CH:6]=[CH:7][CH:8]=[CH:9][C:4]=2[C:3]([C:10]2[CH:15]=[C:14]([CH2:16][NH:17][C:18]3[CH:19]=[CH:20][CH:21]=[CH:22][CH:23]=3)[C:13]([OH:24])=[CH:12][C:11]=2[OH:26])=[N:2]1, predict the reactants needed to synthesize it. The reactants are: [O:1]1[C:5]2[CH:6]=[CH:7][CH:8]=[CH:9][C:4]=2[C:3]([C:10]2[C:11]([O:26]C)=[CH:12][C:13]([O:24]C)=[C:14]([CH2:16][NH:17][C:18]3[CH:23]=[CH:22][CH:21]=[CH:20][CH:19]=3)[CH:15]=2)=[N:2]1.B(Br)(Br)Br.